From a dataset of Catalyst prediction with 721,799 reactions and 888 catalyst types from USPTO. Predict which catalyst facilitates the given reaction. (1) Reactant: [Cl:1][C:2]1[CH:7]=[C:6]([F:8])[CH:5]=[CH:4][C:3]=1[C@H:9]1[C:14]([C:15]([O:17][CH2:18][CH3:19])=[O:16])=[C:13]([CH3:20])[NH:12][C:11]([C:21]2[S:22][CH:23]=[CH:24][N:25]=2)=[N:10]1.C1C(=O)N([Br:33])C(=O)C1. Product: [Br:33][CH2:20][C:13]1[NH:12][C:11]([C:21]2[S:22][CH:23]=[CH:24][N:25]=2)=[N:10][C@@H:9]([C:3]2[CH:4]=[CH:5][C:6]([F:8])=[CH:7][C:2]=2[Cl:1])[C:14]=1[C:15]([O:17][CH2:18][CH3:19])=[O:16]. The catalyst class is: 53. (2) Reactant: [CH3:1][C:2]1[N:6]2[C:7]3[CH:13]=[CH:12][NH:11][C:8]=3[CH:9]=[CH:10][C:5]2=[N:4][N:3]=1.C([O-])([O-])=O.[K+].[K+].Br[CH2:21][CH2:22][C:23]1[CH:28]=[CH:27][CH:26]=[CH:25][CH:24]=1. Product: [CH3:1][C:2]1[N:6]2[C:7]3[CH:13]=[CH:12][N:11]([CH:22]([C:23]4[CH:28]=[CH:27][CH:26]=[CH:25][CH:24]=4)[CH3:21])[C:8]=3[CH:9]=[CH:10][C:5]2=[N:4][N:3]=1. The catalyst class is: 726.